From a dataset of Catalyst prediction with 721,799 reactions and 888 catalyst types from USPTO. Predict which catalyst facilitates the given reaction. (1) Reactant: [B-](F)(F)(F)F.[B-](F)(F)(F)F.C1[N+]2(CCl)CC[N+]([F:21])(CC2)C1.[NH2:22][C:23]1[CH:33]=[C:32]([Cl:34])[C:31]([C:35]([F:38])([F:37])[F:36])=[CH:30][C:24]=1[C:25]([O:27][CH2:28][CH3:29])=[O:26]. Product: [NH2:22][C:23]1[C:33]([F:21])=[C:32]([Cl:34])[C:31]([C:35]([F:38])([F:36])[F:37])=[CH:30][C:24]=1[C:25]([O:27][CH2:28][CH3:29])=[O:26]. The catalyst class is: 10. (2) Reactant: O.O.O.O.O.O.O.S([O-])([O-])(=O)=O.[Mg+2].[CH3:14][C@@:15]12[C@@H:24]([CH2:25][CH2:26][C@@](O)(C=C)C)[C@@:23]([OH:33])([CH3:32])[CH2:22][CH2:21][C@H:20]1[C:19]([CH3:35])([CH3:34])[CH2:18][CH2:17][CH2:16]2. Product: [CH3:32][C:23]12[CH2:22][CH2:21][CH:20]3[C:15]([CH3:14])([CH2:16][CH2:17][CH2:18][C:19]3([CH3:34])[CH3:35])[CH:24]1[CH2:25][CH2:26][O:33]2. The catalyst class is: 553. (3) Reactant: [Cl:1][C:2]1[CH:3]=[C:4]([S:9](Cl)(=[O:11])=[O:10])[CH:5]=[CH:6][C:7]=1[F:8].[F-:13].[K+].C1OCCOCCOCCOCCOCCOC1. Product: [Cl:1][C:2]1[CH:3]=[C:4]([S:9]([F:13])(=[O:11])=[O:10])[CH:5]=[CH:6][C:7]=1[F:8]. The catalyst class is: 23. (4) Reactant: [CH:1]([C:4]1[CH:9]=[CH:8][CH:7]=[C:6]([CH:10]([CH3:12])[CH3:11])[C:5]=1[NH:13][C:14](=[O:26])[C:15]([NH:17][C:18]1[CH:23]=[C:22]([CH3:24])[CH:21]=[CH:20][C:19]=1[OH:25])=[O:16])([CH3:3])[CH3:2].[CH2:27]1[CH:32]2[CH2:33][C:34]3(O)[CH2:36][CH:30]([CH2:31]2)[CH2:29][CH:28]1[CH2:35]3.OS(O)(=O)=O.C(OCC)(=O)C. Product: [CH:1]([C:4]1[CH:9]=[CH:8][CH:7]=[C:6]([CH:10]([CH3:12])[CH3:11])[C:5]=1[NH:13][C:14](=[O:26])[C:15]([NH:17][C:18]1[CH:23]=[C:22]([CH3:24])[CH:21]=[C:20]([C:28]23[CH2:29][CH:30]4[CH2:36][CH:34]([CH2:33][CH:32]([CH2:31]4)[CH2:27]2)[CH2:35]3)[C:19]=1[OH:25])=[O:16])([CH3:2])[CH3:3]. The catalyst class is: 2. (5) Reactant: Br.[N:2]1[CH:7]=[CH:6][CH:5]=[C:4]([O:8][C:9]2[CH:14]=[CH:13][C:12]([C:15]3[O:19][C:18]([NH2:20])=[N:17][N:16]=3)=[CH:11][CH:10]=2)[CH:3]=1.[F:21][C:22]([F:34])([F:33])[O:23][C:24]1[CH:32]=[CH:31][CH:30]=[CH:29][C:25]=1[C:26](Cl)=[O:27]. Product: [N:2]1[CH:7]=[CH:6][CH:5]=[C:4]([O:8][C:9]2[CH:10]=[CH:11][C:12]([C:15]3[O:19][C:18]([NH:20][C:26](=[O:27])[C:25]4[CH:29]=[CH:30][CH:31]=[CH:32][C:24]=4[O:23][C:22]([F:21])([F:33])[F:34])=[N:17][N:16]=3)=[CH:13][CH:14]=2)[CH:3]=1. The catalyst class is: 858. (6) Reactant: Br[CH2:2][CH2:3][CH:4]1[CH2:13][CH2:12][C:11]2[C:6](=[CH:7][C:8]([O:14][CH3:15])=[CH:9][CH:10]=2)[CH2:5]1.C(=O)([O-])[O-].[K+].[K+].[N:22]1[CH:27]=[CH:26][CH:25]=[CH:24][C:23]=1[N:28]1[CH2:33][CH2:32][NH:31][CH2:30][CH2:29]1. Product: [CH3:15][O:14][C:8]1[CH:7]=[C:6]2[C:11]([CH2:12][CH2:13][CH:4]([CH2:3][CH2:2][N:31]3[CH2:32][CH2:33][N:28]([C:23]4[CH:24]=[CH:25][CH:26]=[CH:27][N:22]=4)[CH2:29][CH2:30]3)[CH2:5]2)=[CH:10][CH:9]=1. The catalyst class is: 10. (7) Reactant: [CH3:1][N:2]1[CH2:7][CH2:6][N:5]([C:8]2[C:16]3[C:11](=[CH:12][C:13]([C:17]([O-:19])=O)=[CH:14][CH:15]=3)[NH:10][N:9]=2)[CH2:4][CH2:3]1.[Li+].C(Cl)CCl.C1C=CC2N(O)N=NC=2C=1.CCN(CC)CC.[C:42]1([C:48]2[CH:54]=[CH:53][C:51]([NH2:52])=[CH:50][CH:49]=2)[CH:47]=[CH:46][CH:45]=[CH:44][CH:43]=1. Product: [C:48]1([C:42]2[CH:47]=[CH:46][CH:45]=[CH:44][CH:43]=2)[CH:49]=[CH:50][C:51]([NH:52][C:17]([C:13]2[CH:12]=[C:11]3[C:16]([C:8]([N:5]4[CH2:4][CH2:3][N:2]([CH3:1])[CH2:7][CH2:6]4)=[N:9][NH:10]3)=[CH:15][CH:14]=2)=[O:19])=[CH:53][CH:54]=1. The catalyst class is: 39.